The task is: Predict the product of the given reaction.. This data is from Forward reaction prediction with 1.9M reactions from USPTO patents (1976-2016). Given the reactants [N+:1]([C:4]1[CH:13]=[CH:12][C:7]([C:8]([O:10][CH3:11])=[O:9])=[C:6]([C:14]([F:17])([F:16])[F:15])[CH:5]=1)([O-])=O, predict the reaction product. The product is: [NH2:1][C:4]1[CH:13]=[CH:12][C:7]([C:8]([O:10][CH3:11])=[O:9])=[C:6]([C:14]([F:15])([F:16])[F:17])[CH:5]=1.